Dataset: Reaction yield outcomes from USPTO patents with 853,638 reactions. Task: Predict the reaction yield, written as a fraction of the theoretical maximum amount of product (1.0 means a 100% yield; for example, 0.34 means a 34% yield). (1) The reactants are [OH-].[Na+].C[O:4][C:5](=[O:18])[C:6]1[CH:11]=[CH:10][CH:9]=[CH:8][C:7]=1[O:12][CH2:13][C:14]([O:16]C)=[O:15].Cl. No catalyst specified. The product is [C:14]([CH2:13][O:12][C:7]1[CH:8]=[CH:9][CH:10]=[CH:11][C:6]=1[C:5]([OH:18])=[O:4])([OH:16])=[O:15]. The yield is 0.782. (2) The reactants are [CH3:1][O:2][C:3]1[C:12]2[CH2:13][NH:14][C:15](=[O:16])[C:11]=2[C:10]([O:17][CH2:18][C:19]2[CH:24]=[CH:23][C:22]([O:25][CH3:26])=[CH:21][CH:20]=2)=[C:9]2[C:4]=1[CH:5]=[CH:6][CH:7]=[N:8]2.[H-].[Na+].[F:29][C:30]([F:40])([F:39])[C:31]1[CH:38]=[CH:37][C:34]([CH2:35]Br)=[CH:33][CH:32]=1. The catalyst is CN(C)C=O. The product is [CH3:1][O:2][C:3]1[C:12]2[CH2:13][N:14]([CH2:35][C:34]3[CH:33]=[CH:32][C:31]([C:30]([F:29])([F:39])[F:40])=[CH:38][CH:37]=3)[C:15](=[O:16])[C:11]=2[C:10]([O:17][CH2:18][C:19]2[CH:24]=[CH:23][C:22]([O:25][CH3:26])=[CH:21][CH:20]=2)=[C:9]2[C:4]=1[CH:5]=[CH:6][CH:7]=[N:8]2. The yield is 0.350. (3) The reactants are [N:1]1[CH:6]=[CH:5][C:4]([NH:7][C:8]2[CH:13]=[CH:12][C:11](N)=[CH:10][CH:9]=2)=[CH:3][CH:2]=1.[N:15]1[CH:20]=CC=CC=1.[N+:21]([C:24]1[CH:32]=[CH:31][C:27](C(Cl)=O)=[CH:26][CH:25]=1)([O-:23])=[O:22].N.[O:34]1CCOCC1. No catalyst specified. The product is [N+:21]([C:24]1[CH:25]=[CH:26][C:27]([NH:15][C:20](=[O:34])[C:11]2[CH:12]=[CH:13][C:8]([NH:7][C:4]3[CH:5]=[CH:6][N:1]=[CH:2][CH:3]=3)=[CH:9][CH:10]=2)=[CH:31][CH:32]=1)([O-:23])=[O:22]. The yield is 0.190. (4) The reactants are Cl[C:2]1[N:7]=[C:6]([C:8]2[C:16]3[C:11](=[CH:12][CH:13]=[C:14]([C:17]4[S:21][C:20]([NH:22][CH2:23][C:24]5[CH:29]=[CH:28][C:27]([O:30][CH3:31])=[CH:26][CH:25]=5)=[N:19][N:18]=4)[CH:15]=3)[N:10]([S:32]([C:35]3[CH:41]=[CH:40][C:38]([CH3:39])=[CH:37][CH:36]=3)(=[O:34])=[O:33])[CH:9]=2)[CH:5]=[CH:4][CH:3]=1.[Cl:42][C:43]1[CH:48]=[CH:47][C:46](B(O)O)=[CH:45][CH:44]=1.C(=O)([O-])[O-].[K+].[K+]. The catalyst is O1CCOCC1.O.C(Cl)Cl.C1C=CC([P]([Pd]([P](C2C=CC=CC=2)(C2C=CC=CC=2)C2C=CC=CC=2)([P](C2C=CC=CC=2)(C2C=CC=CC=2)C2C=CC=CC=2)[P](C2C=CC=CC=2)(C2C=CC=CC=2)C2C=CC=CC=2)(C2C=CC=CC=2)C2C=CC=CC=2)=CC=1. The product is [Cl:42][C:43]1[CH:48]=[CH:47][C:46]([C:2]2[N:7]=[C:6]([C:8]3[C:16]4[C:11](=[CH:12][CH:13]=[C:14]([C:17]5[S:21][C:20]([NH:22][CH2:23][C:24]6[CH:25]=[CH:26][C:27]([O:30][CH3:31])=[CH:28][CH:29]=6)=[N:19][N:18]=5)[CH:15]=4)[N:10]([S:32]([C:35]4[CH:36]=[CH:37][C:38]([CH3:39])=[CH:40][CH:41]=4)(=[O:34])=[O:33])[CH:9]=3)[CH:5]=[CH:4][CH:3]=2)=[CH:45][CH:44]=1. The yield is 0.830. (5) The reactants are [C:1]([O:5][C:6]([N:8]1[CH2:12][CH:11]([OH:13])[CH2:10][CH:9]1[C:14]1[NH:15][C:16]([C:19]2[CH:24]=[CH:23][C:22]([Br:25])=[CH:21][CH:20]=2)=[CH:17][N:18]=1)=[O:7])([CH3:4])([CH3:3])[CH3:2].[H-].[Na+].[CH3:28][Si:29]([CH2:32][CH2:33][O:34][CH2:35]Cl)([CH3:31])[CH3:30]. The catalyst is CN(C=O)C. The product is [C:1]([O:5][C:6]([N:8]1[CH2:12][CH:11]([OH:13])[CH2:10][CH:9]1[C:14]1[N:18]([CH2:35][O:34][CH2:33][CH2:32][Si:29]([CH3:31])([CH3:30])[CH3:28])[CH:17]=[C:16]([C:19]2[CH:24]=[CH:23][C:22]([Br:25])=[CH:21][CH:20]=2)[N:15]=1)=[O:7])([CH3:4])([CH3:2])[CH3:3]. The yield is 0.980. (6) The reactants are [N:1]1[C:8](Cl)=[N:7][C:5](Cl)=[N:4][C:2]=1Cl.[F:10][C:11]1C=C(C=CC=1N)OC.CC[N:22]([CH:26]([CH3:28])[CH3:27])C(C)C.[CH:29]1([NH2:36])[CH2:35][CH2:34][CH2:33][CH2:32][CH2:31][CH2:30]1.[CH3:37][N:38]([CH3:42])[CH2:39][CH2:40][NH2:41].[C:43]([O:46][CH2:47][CH3:48])(=O)C. The catalyst is CC#N. The product is [CH:29]1([NH:36][C:2]2[N:4]=[C:5]([NH:41][CH2:40][CH2:39][N:38]([CH3:42])[CH3:37])[N:7]=[C:8]([NH:22][C:26]3[CH:27]=[CH:48][C:47]([O:46][CH3:43])=[C:11]([F:10])[CH:28]=3)[N:1]=2)[CH2:35][CH2:34][CH2:33][CH2:32][CH2:31][CH2:30]1. The yield is 0.280. (7) The reactants are C([O-])([O-])=O.[K+].[K+].[Cl:7][C:8]1[C:15]([Cl:16])=[C:14](F)[CH:13]=[CH:12][C:9]=1[C:10]#[N:11].[NH2:18][C@H:19]([C@@H:23]([OH:25])[CH3:24])[C:20]([OH:22])=[O:21].O. The catalyst is CS(C)=O.C(OCC)(=O)C. The product is [Cl:16][C:15]1[C:8]([Cl:7])=[C:9]([C:10]#[N:11])[CH:12]=[CH:13][C:14]=1[NH:18][C@H:19]([C@@H:23]([OH:25])[CH3:24])[C:20]([OH:22])=[O:21]. The yield is 0.480.